From a dataset of Catalyst prediction with 721,799 reactions and 888 catalyst types from USPTO. Predict which catalyst facilitates the given reaction. (1) Reactant: [BH4-].[Na+].C([O:5][C:6]([C:8]1[C:13]([O:14][CH2:15][CH3:16])=[C:12]([N:17]2[CH2:22][CH2:21][O:20][CH2:19][CH2:18]2)[N:11]=[C:10]([C:23]2[CH:28]=[CH:27][C:26]([NH2:29])=[CH:25][CH:24]=2)[N:9]=1)=O)C. Product: [NH2:29][C:26]1[CH:25]=[CH:24][C:23]([C:10]2[N:9]=[C:8]([CH2:6][OH:5])[C:13]([O:14][CH2:15][CH3:16])=[C:12]([N:17]3[CH2:18][CH2:19][O:20][CH2:21][CH2:22]3)[N:11]=2)=[CH:28][CH:27]=1. The catalyst class is: 14. (2) Reactant: [CH:1]1([OH:8])[CH2:7][CH2:6][CH2:5][CH2:4][CH2:3][CH2:2]1.[CH3:9][S:10](Cl)(=[O:12])=[O:11]. Product: [CH3:9][S:10]([O:8][CH:1]1[CH2:7][CH2:6][CH2:5][CH2:4][CH2:3][CH2:2]1)(=[O:12])=[O:11]. The catalyst class is: 272. (3) Reactant: [CH3:1][N:2]1[C:6]([C:7]([NH:9][C:10]2[CH:11]=[C:12]([C:16]#[C:17][C:18]3[CH:19]=[C:20]([C:24]([N:26]=[S:27]([C:30]4[CH:31]=[C:32]([CH:37]=[CH:38][CH:39]=4)[C:33]([O:35]C)=[O:34])([CH3:29])=[O:28])=[O:25])[CH:21]=[N:22][CH:23]=3)[CH:13]=[CH:14][CH:15]=2)=[O:8])=[CH:5][C:4]([CH3:40])=[N:3]1.[OH-].[Na+].C(O)(=O)C. Product: [CH3:1][N:2]1[C:6]([C:7]([NH:9][C:10]2[CH:11]=[C:12]([C:16]#[C:17][C:18]3[CH:19]=[C:20]([C:24]([N:26]=[S:27]([C:30]4[CH:31]=[C:32]([CH:37]=[CH:38][CH:39]=4)[C:33]([OH:35])=[O:34])([CH3:29])=[O:28])=[O:25])[CH:21]=[N:22][CH:23]=3)[CH:13]=[CH:14][CH:15]=2)=[O:8])=[CH:5][C:4]([CH3:40])=[N:3]1. The catalyst class is: 1.